From a dataset of Catalyst prediction with 721,799 reactions and 888 catalyst types from USPTO. Predict which catalyst facilitates the given reaction. (1) Reactant: [CH:1]1([NH:4][C:5]([C:7]2[C:16](=[O:17])[C:15]3[C:10](=[N:11][CH:12]=[CH:13][CH:14]=3)[N:9]([C:18]3[CH:23]=[CH:22][CH:21]=[C:20]([C:24]4[CH:29]=[CH:28][C:27]([CH2:30]Br)=[CH:26][CH:25]=4)[CH:19]=3)[CH:8]=2)=[O:6])[CH2:3][CH2:2]1.[Na+].[CH3:33][S:34]([O-:36])=[O:35].[Cl-].[NH4+].C(OCC)(=O)C. Product: [CH:1]1([NH:4][C:5]([C:7]2[C:16](=[O:17])[C:15]3[C:10](=[N:11][CH:12]=[CH:13][CH:14]=3)[N:9]([C:18]3[CH:23]=[CH:22][CH:21]=[C:20]([C:24]4[CH:29]=[CH:28][C:27]([CH2:30][S:34]([CH3:33])(=[O:36])=[O:35])=[CH:26][CH:25]=4)[CH:19]=3)[CH:8]=2)=[O:6])[CH2:3][CH2:2]1. The catalyst class is: 9. (2) Reactant: [ClH:1].[C:2]([C:4]1[C:5]([NH:36][CH2:37][CH2:38][O:39][CH3:40])=[CH:6][C:7]([NH:10][C:11]([N:13]2[C:22]3[C:17](=[CH:18][C:19]([CH2:28][N:29]4[CH2:34][CH2:33][NH:32][CH2:31][C:30]4=[O:35])=[C:20]([CH:23](OC)[O:24]C)[N:21]=3)[CH2:16][CH2:15][CH2:14]2)=[O:12])=[N:8][CH:9]=1)#[N:3]. Product: [ClH:1].[C:2]([C:4]1[C:5]([NH:36][CH2:37][CH2:38][O:39][CH3:40])=[CH:6][C:7]([NH:10][C:11]([N:13]2[C:22]3[C:17](=[CH:18][C:19]([CH2:28][N:29]4[CH2:34][CH2:33][NH:32][CH2:31][C:30]4=[O:35])=[C:20]([CH:23]=[O:24])[N:21]=3)[CH2:16][CH2:15][CH2:14]2)=[O:12])=[N:8][CH:9]=1)#[N:3]. The catalyst class is: 20. (3) Reactant: [Cl:1][C:2]1[CH:7]=[CH:6][C:5]([Cl:8])=[C:4]([CH:9]([O:11][C:12]2[CH:17]=[CH:16][C:15]([N+:18]([O-])=O)=[CH:14][C:13]=2[F:21])[CH3:10])[C:3]=1[Cl:22]. Product: [F:21][C:13]1[CH:14]=[C:15]([CH:16]=[CH:17][C:12]=1[O:11][CH:9]([C:4]1[C:5]([Cl:8])=[CH:6][CH:7]=[C:2]([Cl:1])[C:3]=1[Cl:22])[CH3:10])[NH2:18]. The catalyst class is: 663. (4) Reactant: [CH2:1]([O:3][C:4](=[O:17])[CH2:5][CH2:6][NH:7][C:8]1[CH:9]=[C:10]2[C:14](=[CH:15][CH:16]=1)[CH2:13][CH2:12][CH2:11]2)[CH3:2].Cl[C:19]1[C:24]([C:25]([O:27][CH2:28][CH3:29])=[O:26])=[CH:23][N:22]=[C:21]([S:30][CH3:31])[N:20]=1.C(N(CC)CC)C. Product: [CH2:28]([O:27][C:25]([C:24]1[C:19]([N:7]([CH2:6][CH2:5][C:4]([O:3][CH2:1][CH3:2])=[O:17])[C:8]2[CH:9]=[C:10]3[C:14](=[CH:15][CH:16]=2)[CH2:13][CH2:12][CH2:11]3)=[N:20][C:21]([S:30][CH3:31])=[N:22][CH:23]=1)=[O:26])[CH3:29]. The catalyst class is: 51. (5) Reactant: N(C(OCC)=O)=NC(OCC)=O.[Cl:13][C:14]1[C:15]2[CH:22]=[CH:21][NH:20][C:16]=2[N:17]=[CH:18][N:19]=1.[C:23]([O:27][C:28]([N:30]1[CH2:35][CH2:34][CH:33](O)[CH2:32][CH2:31]1)=[O:29])([CH3:26])([CH3:25])[CH3:24].C1(P(C2C=CC=CC=2)C2C=CC=CC=2)C=CC=CC=1. Product: [C:23]([O:27][C:28]([N:30]1[CH2:35][CH2:34][CH:33]([N:20]2[C:16]3[N:17]=[CH:18][N:19]=[C:14]([Cl:13])[C:15]=3[CH:22]=[CH:21]2)[CH2:32][CH2:31]1)=[O:29])([CH3:26])([CH3:24])[CH3:25]. The catalyst class is: 1. (6) Reactant: O[C:2]1[N:3]=[C:4]2[NH:11][C:10]([CH3:13])([CH3:12])[CH2:9][N:5]2[C:6](=[O:8])[CH:7]=1.O=P(Cl)(Cl)[Cl:16]. Product: [Cl:16][C:2]1[N:3]=[C:4]2[NH:11][C:10]([CH3:13])([CH3:12])[CH2:9][N:5]2[C:6](=[O:8])[CH:7]=1. The catalyst class is: 68. (7) Reactant: [CH3:1][CH2:2][Mg+].[Br-].[C:5]([O:9][C:10]([N:12]1[CH2:17][CH2:16][N:15]([CH2:18][C:19]2[CH:24]=[CH:23][CH:22]=[CH:21][CH:20]=2)[C:14](=O)[CH2:13]1)=[O:11])([CH3:8])([CH3:7])[CH3:6]. Product: [C:5]([O:9][C:10]([N:12]1[CH2:13][C:14]2([CH2:2][CH2:1]2)[N:15]([CH2:18][C:19]2[CH:24]=[CH:23][CH:22]=[CH:21][CH:20]=2)[CH2:16][CH2:17]1)=[O:11])([CH3:8])([CH3:7])[CH3:6]. The catalyst class is: 1. (8) Reactant: [CH2:1]([C:4]1[S:8][C:7]([S:9](Cl)(=[O:11])=[O:10])=[CH:6][CH:5]=1)[CH2:2][CH3:3].[NH2:13][C:14]1[C:18]([CH3:19])=[C:17]([CH3:20])[O:16][N:15]=1.CN(C1C=CC=CN=1)C. Product: [CH3:19][C:18]1[C:14]([NH:13][S:9]([C:7]2[S:8][C:4]([CH2:1][CH2:2][CH3:3])=[CH:5][CH:6]=2)(=[O:11])=[O:10])=[N:15][O:16][C:17]=1[CH3:20]. The catalyst class is: 202.